Dataset: Full USPTO retrosynthesis dataset with 1.9M reactions from patents (1976-2016). Task: Predict the reactants needed to synthesize the given product. (1) Given the product [C:1](=[O:13])([S:11][CH3:12])[O:2][CH2:3][CH2:4][CH:14]1[CH2:19][CH2:18][CH2:17][CH2:16][CH2:15]1, predict the reactants needed to synthesize it. The reactants are: [C:1](=[O:13])([S:11][CH3:12])[O:2][CH:3](OC(=O)C(C)C)[CH3:4].[CH:14]1(C(O)=O)[CH2:19][CH2:18][CH2:17][CH2:16][CH2:15]1. (2) Given the product [OH:20][C:19]([C:2]1[CH:10]=[CH:9][C:5]([C:6]([OH:8])=[O:7])=[CH:4][C:3]=1[O:11][CH3:12])([CH3:21])[CH3:18], predict the reactants needed to synthesize it. The reactants are: Br[C:2]1[CH:10]=[CH:9][C:5]([C:6]([OH:8])=[O:7])=[CH:4][C:3]=1[O:11][CH3:12].[Li]CCCC.[CH3:18][C:19]([CH3:21])=[O:20].Cl. (3) Given the product [CH3:19][O:18][C:14]1[CH:13]=[C:12]([C:10]2[O:11][C:7]3[CH:6]=[C:5]([N:25]([CH3:30])[S:26]([CH3:29])(=[O:28])=[O:27])[C:4]([B:36]4[O:40][C:39]([CH3:42])([CH3:41])[C:38]([CH3:44])([CH3:43])[O:37]4)=[CH:24][C:8]=3[C:9]=2[C:20]([NH:22][CH3:23])=[O:21])[CH:17]=[CH:16][N:15]=1, predict the reactants needed to synthesize it. The reactants are: N#N.Br[C:4]1[C:5]([N:25]([CH3:30])[S:26]([CH3:29])(=[O:28])=[O:27])=[CH:6][C:7]2[O:11][C:10]([C:12]3[CH:17]=[CH:16][N:15]=[C:14]([O:18][CH3:19])[CH:13]=3)=[C:9]([C:20]([NH:22][CH3:23])=[O:21])[C:8]=2[CH:24]=1.CC([O-])=O.[K+].[B:36]1([B:36]2[O:40][C:39]([CH3:42])([CH3:41])[C:38]([CH3:44])([CH3:43])[O:37]2)[O:40][C:39]([CH3:42])([CH3:41])[C:38]([CH3:44])([CH3:43])[O:37]1. (4) Given the product [Cl:1][C:2]1[CH:3]=[C:4]([N:22]([CH2:33][CH3:34])[CH:23]2[CH2:24][CH2:25][N:26]([CH2:29][CH2:30][O:31][CH3:32])[CH2:27][CH2:28]2)[C:5]([CH3:21])=[C:6]([CH:20]=1)[C:7]([NH:9][CH2:10][C:11]1[C:12](=[O:18])[NH:13][N:14]([CH3:17])[C:15]=1[CH3:16])=[O:8], predict the reactants needed to synthesize it. The reactants are: [Cl:1][C:2]1[CH:3]=[C:4]([N:22]([CH2:33][CH3:34])[CH:23]2[CH2:28][CH2:27][N:26]([CH2:29][CH2:30][O:31][CH3:32])[CH2:25][CH2:24]2)[C:5]([CH3:21])=[C:6]([CH:20]=1)[C:7]([NH:9][CH2:10][C:11]1[C:12]([O:18]C)=[N:13][N:14]([CH3:17])[C:15]=1[CH3:16])=[O:8].C(=O)(O)[O-].[Na+]. (5) Given the product [C:27]([O:26][C:24]([N:21]1[CH2:20][CH2:19][C:18]([CH2:17][O:16][CH:11]([C:9]2[CH:10]=[C:2]([Cl:1])[CH:3]=[C:4]3[C:8]=2[NH:7][N:6]=[CH:5]3)[C:12]([OH:14])=[O:13])([C:31]2[CH:36]=[CH:35][C:34]([F:37])=[CH:33][CH:32]=2)[CH2:23][CH2:22]1)=[O:25])([CH3:30])([CH3:28])[CH3:29], predict the reactants needed to synthesize it. The reactants are: [Cl:1][C:2]1[CH:3]=[C:4]2[C:8](=[C:9]([CH:11]([O:16][CH2:17][C:18]3([C:31]4[CH:36]=[CH:35][C:34]([F:37])=[CH:33][CH:32]=4)[CH2:23][CH2:22][N:21]([C:24]([O:26][C:27]([CH3:30])([CH3:29])[CH3:28])=[O:25])[CH2:20][CH2:19]3)[C:12]([O:14]C)=[O:13])[CH:10]=1)[NH:7][N:6]=[CH:5]2.C(OC(N1CCC(COC(C2C3C(=CN(COCC[Si](C)(C)C)N=3)C=C(Cl)C=2)C(O)=O)(C2C=CC(F)=CC=2)CC1)=O)(C)(C)C. (6) Given the product [CH3:20][C:19]1[N:18]([C:12]2[CH:17]=[CH:16][CH:15]=[CH:14][CH:13]=2)[C:2]2[CH:7]=[CH:6][CH:5]=[C:4]([CH3:8])[C:3]=2[N:9]=1, predict the reactants needed to synthesize it. The reactants are: Cl[C:2]1[C:3]([N+:9]([O-])=O)=[C:4]([CH3:8])[CH:5]=[CH:6][CH:7]=1.[C:12]1([NH:18][C:19](=O)[CH3:20])[CH:17]=[CH:16][CH:15]=[CH:14][CH:13]=1.